This data is from Forward reaction prediction with 1.9M reactions from USPTO patents (1976-2016). The task is: Predict the product of the given reaction. (1) Given the reactants [Br:1][C:2]1[CH:8]=[CH:7][C:5]([NH2:6])=[C:4]([N+:9]([O-])=O)[CH:3]=1.O.O.Cl[Sn]Cl, predict the reaction product. The product is: [Br:1][C:2]1[CH:3]=[C:4]([NH2:9])[C:5]([NH2:6])=[CH:7][CH:8]=1. (2) Given the reactants [CH3:1][O:2][C:3]1[CH:4]=[C:5]2[C:10](=[CH:11][CH:12]=1)[CH:9]=[C:8]([CH:13]([C:15]1[S:19][CH:18]=[N:17][CH:16]=1)[OH:14])[CH:7]=[CH:6]2, predict the reaction product. The product is: [CH3:1][O:2][C:3]1[CH:4]=[C:5]2[C:10](=[CH:11][CH:12]=1)[CH:9]=[C:8]([C:13]([C:15]1[S:19][CH:18]=[N:17][CH:16]=1)=[O:14])[CH:7]=[CH:6]2. (3) The product is: [CH2:1]([O:8][N:9]=[C:10]([CH:11]1[CH2:15][CH2:14][CH2:13][N:12]1[CH3:22])[C:16]1[CH:21]=[CH:20][CH:19]=[CH:18][CH:17]=1)[C:2]1[CH:3]=[CH:4][CH:5]=[CH:6][CH:7]=1. Given the reactants [CH2:1]([O:8][N:9]=[C:10]([C:16]1[CH:21]=[CH:20][CH:19]=[CH:18][CH:17]=1)[CH:11]1[CH2:15][CH2:14][CH2:13][NH:12]1)[C:2]1[CH:7]=[CH:6][CH:5]=[CH:4][CH:3]=1.[CH2:22]=O, predict the reaction product. (4) The product is: [CH3:33][C@H:30]1[CH2:29][CH2:28][C@H:27]([N:16]([CH2:17][CH2:18][CH2:19][CH2:20][C:21]2[CH:26]=[CH:25][CH:24]=[CH:23][CH:22]=2)[C:14](=[O:15])[NH:13][C:11]2[S:12][C:8]([S:7][C:2]3([C:3]([OH:5])=[O:4])[CH2:1][CH2:34][CH2:6]3)=[CH:9][N:10]=2)[CH2:32][CH2:31]1. Given the reactants [CH3:1][C:2]([S:7][C:8]1[S:12][C:11]([NH:13][C:14]([N:16]([C@H:27]2[CH2:32][CH2:31][C@H:30]([CH3:33])[CH2:29][CH2:28]2)[CH2:17][CH2:18][CH2:19][CH2:20][C:21]2[CH:26]=[CH:25][CH:24]=[CH:23][CH:22]=2)=[O:15])=[N:10][CH:9]=1)([CH3:6])[C:3]([OH:5])=[O:4].[CH2:34](OC(C1(SC2SC(N)=NC=2)CCC1)=O)C.C(OC(=O)C(SC1SC(N)=NC=1)(C)C)C, predict the reaction product. (5) Given the reactants [CH3:1][C:2]12[C:10](=[O:11])[O:9][C:8](=[O:12])[CH:7]1[CH:6]1[CH2:13][CH:3]2[CH:4]=[CH:5]1.Cl, predict the reaction product. The product is: [OH:12][CH:8]1[CH:7]2[C:2]([CH3:1])([CH:3]3[CH2:13][CH:6]2[CH:5]=[CH:4]3)[C:10](=[O:11])[O:9]1. (6) Given the reactants C1(P(C2C=CC=CC=2)C2C=CC=CC=2)C=CC=CC=1.[CH3:20][O:21][C:22]1[N:27]=[CH:26][C:25](B(O)O)=[CH:24][N:23]=1.Br[C:32]1[CH:37]=[CH:36][C:35]([C:38]2[O:39][C:40]([CH3:51])=[C:41]([CH2:43][CH2:44][N:45]3[CH2:49][CH2:48][CH2:47][C@H:46]3[CH3:50])[N:42]=2)=[CH:34][CH:33]=1.C(=O)([O-])[O-].[K+].[K+], predict the reaction product. The product is: [CH3:20][O:21][C:22]1[N:27]=[CH:26][C:25]([C:32]2[CH:37]=[CH:36][C:35]([C:38]3[O:39][C:40]([CH3:51])=[C:41]([CH2:43][CH2:44][N:45]4[CH2:49][CH2:48][CH2:47][C@H:46]4[CH3:50])[N:42]=3)=[CH:34][CH:33]=2)=[CH:24][N:23]=1. (7) Given the reactants [CH:1]1([O:7][C:8]2[CH:13]=[CH:12][C:11]([CH2:14][C:15](=[O:20])[CH2:16][CH2:17][CH2:18][CH3:19])=[CH:10][CH:9]=2)[CH2:6][CH2:5][CH2:4][CH2:3][CH2:2]1.C(N(CC)CC)C.[C:28]([O:32][CH2:33][CH3:34])(=[O:31])[CH:29]=[O:30], predict the reaction product. The product is: [CH2:33]([O:32][C:28](=[O:31])[CH:29]([OH:30])[CH:14]([C:11]1[CH:10]=[CH:9][C:8]([O:7][CH:1]2[CH2:6][CH2:5][CH2:4][CH2:3][CH2:2]2)=[CH:13][CH:12]=1)[C:15](=[O:20])[CH2:16][CH2:17][CH2:18][CH3:19])[CH3:34].